Dataset: Reaction yield outcomes from USPTO patents with 853,638 reactions. Task: Predict the reaction yield, written as a fraction of the theoretical maximum amount of product (1.0 means a 100% yield; for example, 0.34 means a 34% yield). (1) The reactants are [Si:1]([O:8][CH:9]([C:33]([CH3:36])([CH3:35])[CH3:34])[CH2:10][O:11][C:12]1[CH:17]=[CH:16][C:15]([C:18]([C:23]2[CH:28]=[CH:27][C:26]([CH2:29][OH:30])=[C:25]([CH3:31])[CH:24]=2)([CH2:21][CH3:22])[CH2:19][CH3:20])=[CH:14][C:13]=1[CH3:32])([C:4]([CH3:7])([CH3:6])[CH3:5])([CH3:3])[CH3:2].C[N+]1([O-])CCOCC1. The catalyst is C(Cl)Cl.CCC[N+](CCC)(CCC)CCC.[O-][Ru](=O)(=O)=O. The product is [Si:1]([O:8][CH:9]([C:33]([CH3:34])([CH3:35])[CH3:36])[CH2:10][O:11][C:12]1[CH:17]=[CH:16][C:15]([C:18]([C:23]2[CH:28]=[CH:27][C:26]([CH:29]=[O:30])=[C:25]([CH3:31])[CH:24]=2)([CH2:19][CH3:20])[CH2:21][CH3:22])=[CH:14][C:13]=1[CH3:32])([C:4]([CH3:5])([CH3:7])[CH3:6])([CH3:2])[CH3:3]. The yield is 0.830. (2) The reactants are Cl[C:2]1[N:10]=[CH:9][N:8]=[C:7]2[C:3]=1[N:4]=[C:5]([C:18]1[CH:23]=[CH:22][CH:21]=[CH:20][C:19]=1[Cl:24])[N:6]2[C:11]1[CH:16]=[CH:15][C:14]([Cl:17])=[CH:13][CH:12]=1.[NH2:25][C@H:26]1[CH2:31][CH2:30][CH2:29][N:28]([C:32]([O:34][C:35]([CH3:38])([CH3:37])[CH3:36])=[O:33])[CH2:27]1.C(N(CC)CC)C. The catalyst is C(O)C. The product is [Cl:24][C:19]1[CH:20]=[CH:21][CH:22]=[CH:23][C:18]=1[C:5]1[N:6]([C:11]2[CH:12]=[CH:13][C:14]([Cl:17])=[CH:15][CH:16]=2)[C:7]2[C:3]([N:4]=1)=[C:2]([NH:25][C@H:26]1[CH2:31][CH2:30][CH2:29][N:28]([C:32]([O:34][C:35]([CH3:38])([CH3:37])[CH3:36])=[O:33])[CH2:27]1)[N:10]=[CH:9][N:8]=2. The yield is 0.950. (3) The catalyst is C(Cl)Cl. The yield is 0.700. The reactants are [CH3:1][C:2]1[CH:3]=CC(S(O)(=O)=O)=CC=1.C([N:14]([CH2:17][CH3:18])CC)C.[N+]([C:22]1[CH:30]=[CH:29][C:25]([C:26](Cl)=[O:27])=CC=1)([O-])=O.C1C[O:34][CH2:33]C1. The product is [CH:26]1([O:27][C:33](=[O:34])[C@H:17]([CH2:18][CH:2]([CH3:3])[CH3:1])[NH2:14])[CH2:25][CH2:29][CH2:30][CH2:22]1. (4) The reactants are [Cl:1][C:2]1[CH:3]=[C:4]([C@@H:12]([CH2:26][CH:27]2[CH2:31][CH2:30][CH2:29][CH2:28]2)[C:13](NC2C=CN(CCC(O)=O)N=2)=[O:14])[CH:5]=[CH:6]C=1S(C)(=O)=O.C(Cl)(=O)C(Cl)=[O:34].[NH2:38][C:39]1[CH:43]=[CH:42][N:41]([CH2:44][C:45]([CH3:48])([OH:47])[CH3:46])[N:40]=1.N1C(C)=CC=CC=1C.[CH2:57]([Cl:59])Cl. No catalyst specified. The product is [Cl:1][C:2]1[CH:3]=[C:4]([CH:12]([CH2:26][CH:27]2[CH2:31][CH2:30][CH2:29][CH2:28][O:34]2)[C:13]([NH:38][C:39]2[CH:43]=[CH:42][N:41]([CH2:44][C:45]([OH:47])([CH3:48])[CH3:46])[N:40]=2)=[O:14])[CH:5]=[CH:6][C:57]=1[Cl:59]. The yield is 0.810. (5) The reactants are [OH:1][C@H:2]1[CH2:6][CH2:5][N:4]([C:7]([O:9][C:10]([CH3:13])([CH3:12])[CH3:11])=[O:8])[CH2:3]1.[N+:14]([C:17]1[C:26]2[C:21](=[CH:22][CH:23]=[CH:24][CH:25]=2)[C:20](O)=[CH:19][CH:18]=1)([O-:16])=[O:15]. No catalyst specified. The product is [N+:14]([C:17]1[C:26]2[C:21](=[CH:22][CH:23]=[CH:24][CH:25]=2)[C:20]([O:1][C@@H:2]2[CH2:6][CH2:5][N:4]([C:7]([O:9][C:10]([CH3:13])([CH3:12])[CH3:11])=[O:8])[CH2:3]2)=[CH:19][CH:18]=1)([O-:16])=[O:15]. The yield is 0.490. (6) The reactants are Br[C:2]1[CH:3]=[N:4][CH:5]=[C:6]([N:10]2[CH2:21][CH2:20][C:19]3[C:18]4[CH2:17][C:16]([CH3:23])([CH3:22])[CH2:15][C:14]=4[S:13][C:12]=3[C:11]2=[O:24])[C:7]=1[CH:8]=[O:9].[CH3:25][N:26]1[CH:31]=[C:30](B2OC(C)(C)C(C)(C)O2)[CH:29]=[C:28]([NH:41][C:42]2[CH:47]=[CH:46][C:45]([N:48]3[CH2:53][CH2:52][N:51]([CH:54]4[CH2:57][O:56][CH2:55]4)[CH2:50][CH2:49]3)=[CH:44][N:43]=2)[C:27]1=[O:58].[O-]P([O-])([O-])=O.[K+].[K+].[K+].CC([O-])=O.[Na+]. The catalyst is CC#N.O.C1C=CC(P(C2C=CC=CC=2)[C-]2C=CC=C2)=CC=1.C1C=CC(P(C2C=CC=CC=2)[C-]2C=CC=C2)=CC=1.Cl[Pd]Cl.[Fe+2]. The product is [CH3:25][N:26]1[C:27](=[O:58])[C:28]([NH:41][C:42]2[CH:47]=[CH:46][C:45]([N:48]3[CH2:53][CH2:52][N:51]([CH:54]4[CH2:55][O:56][CH2:57]4)[CH2:50][CH2:49]3)=[CH:44][N:43]=2)=[CH:29][C:30]([C:2]2[CH:3]=[N:4][CH:5]=[C:6]([N:10]3[CH2:21][CH2:20][C:19]4[C:18]5[CH2:17][C:16]([CH3:23])([CH3:22])[CH2:15][C:14]=5[S:13][C:12]=4[C:11]3=[O:24])[C:7]=2[CH:8]=[O:9])=[CH:31]1. The yield is 0.400.